Predict the reactants needed to synthesize the given product. From a dataset of Full USPTO retrosynthesis dataset with 1.9M reactions from patents (1976-2016). (1) Given the product [C:19]([O:23][C:24]([N:26]1[C:35]2[C:30](=[CH:31][CH:32]=[C:33]([CH:36]([CH2:39][CH2:40][CH2:41][CH2:42][CH3:43])[C:37]#[C:38][C:2]3[CH:11]=[CH:10][C:5]([C:6]([O:8][CH3:9])=[O:7])=[CH:4][CH:3]=3)[CH:34]=2)[C:29]([CH3:44])([CH3:45])[CH2:28][CH2:27]1)=[O:25])([CH3:22])([CH3:21])[CH3:20], predict the reactants needed to synthesize it. The reactants are: I[C:2]1[CH:11]=[CH:10][C:5]([C:6]([O:8][CH3:9])=[O:7])=[CH:4][CH:3]=1.C(N(CC)CC)C.[C:19]([O:23][C:24]([N:26]1[C:35]2[C:30](=[CH:31][CH:32]=[C:33]([CH:36]([CH2:39][CH2:40][CH2:41][CH2:42][CH3:43])[C:37]#[CH:38])[CH:34]=2)[C:29]([CH3:45])([CH3:44])[CH2:28][CH2:27]1)=[O:25])([CH3:22])([CH3:21])[CH3:20]. (2) Given the product [N:35]1([CH2:27][C:25]2[CH:24]=[N:23][N:22]([C:20]3[C:19]([CH3:29])=[CH:18][N:17]=[C:16]([NH:15][C:9]4[C:8]([O:30][CH3:31])=[CH:7][C:6]([N:5]([CH2:4][CH2:3][N:2]([CH3:33])[CH3:1])[CH3:32])=[C:11]([NH:12][C:8](=[O:30])[CH:7]=[CH2:6])[CH:10]=4)[N:21]=3)[CH:26]=2)[CH2:38][CH2:37][CH2:36]1, predict the reactants needed to synthesize it. The reactants are: [CH3:1][N:2]([CH3:33])[CH2:3][CH2:4][N:5]([CH3:32])[C:6]1[C:11]([N+:12]([O-])=O)=[CH:10][C:9]([NH:15][C:16]2[N:21]=[C:20]([N:22]3[CH:26]=[C:25]([CH:27]=O)[CH:24]=[N:23]3)[C:19]([CH3:29])=[CH:18][N:17]=2)=[C:8]([O:30][CH3:31])[CH:7]=1.Cl.[NH:35]1[CH2:38][CH2:37][CH2:36]1.